From a dataset of Full USPTO retrosynthesis dataset with 1.9M reactions from patents (1976-2016). Predict the reactants needed to synthesize the given product. (1) Given the product [Br:44][C:42]1[CH:41]=[CH:40][C:39]([NH:45][C:15](=[O:17])[C:14]2[CH:18]=[CH:19][CH:20]=[C:12]([S:9]([N:8]([C:5]3[CH:4]=[CH:3][C:2]([Cl:1])=[CH:7][CH:6]=3)[CH3:23])(=[O:11])=[O:10])[C:13]=2[O:21][CH3:22])=[C:38]([CH:43]=1)[C:37]([OH:46])=[O:36], predict the reactants needed to synthesize it. The reactants are: [Cl:1][C:2]1[CH:7]=[CH:6][C:5]([N:8]([CH3:23])[S:9]([C:12]2[C:13]([O:21][CH3:22])=[C:14]([CH:18]=[CH:19][CH:20]=2)[C:15]([OH:17])=O)(=[O:11])=[O:10])=[CH:4][CH:3]=1.CN(C=O)C.C(Cl)(=O)C(Cl)=O.C[O:36][C:37](=[O:46])[C:38]1[CH:43]=[C:42]([Br:44])[CH:41]=[CH:40][C:39]=1[NH2:45]. (2) Given the product [CH3:12][O:11][C:8]1[CH:9]=[CH:10][C:2]2[N:1]=[C:13]([CH3:14])[O:5][C:4](=[O:6])[C:3]=2[CH:7]=1, predict the reactants needed to synthesize it. The reactants are: [NH2:1][C:2]1[CH:10]=[CH:9][C:8]([O:11][CH3:12])=[CH:7][C:3]=1[C:4]([OH:6])=[O:5].[C:13](OC(=O)C)(=O)[CH3:14]. (3) Given the product [CH2:1]([N:4]1[C:8](=[O:9])[C:7]2=[CH:10][CH:11]=[CH:12][CH:13]=[C:6]2[C:5]1=[O:14])[CH:2]=[CH:3][C:23]1[CH:28]=[CH:27][CH:26]=[CH:25][CH:24]=1, predict the reactants needed to synthesize it. The reactants are: [CH2:1]([N:4]1[C:8](=[O:9])[C:7]2=[CH:10][CH:11]=[CH:12][CH:13]=[C:6]2[C:5]1=[O:14])[CH:2]=[CH2:3].C(N(CC)CC)C.C[C:23]1[C:28](P([C:23]2[C:28](C)=[CH:27][CH:26]=[CH:25][CH:24]=2)[C:23]2[C:28](C)=[CH:27][CH:26]=[CH:25][CH:24]=2)=[CH:27][CH:26]=[CH:25][CH:24]=1.C(Cl)Cl. (4) Given the product [Cl:1][C:2]1[CH:7]=[CH:6][CH:5]=[C:4]([F:8])[C:3]=1[N:14]([C:12](=[O:13])[CH2:11][Cl:10])[C:15]1[CH:16]=[CH:17][C:18]([CH2:21][CH3:22])=[CH:19][CH:20]=1, predict the reactants needed to synthesize it. The reactants are: [Cl:1][C:2]1[CH:7]=[CH:6][CH:5]=[C:4]([F:8])[C:3]=1O.[Cl:10][CH2:11][C:12]([NH:14][C:15]1[CH:20]=[CH:19][C:18]([CH2:21][CH3:22])=[CH:17][CH:16]=1)=[O:13].